Dataset: Forward reaction prediction with 1.9M reactions from USPTO patents (1976-2016). Task: Predict the product of the given reaction. (1) The product is: [CH2:1]([N:4]1[CH:8]=[C:7]([CH:9]([OH:10])[C:13]([F:16])([F:15])[F:14])[CH:6]=[C:5]1[C:11]#[N:12])[CH:2]=[CH2:3]. Given the reactants [CH2:1]([N:4]1[CH:8]=[C:7]([CH:9]=[O:10])[CH:6]=[C:5]1[C:11]#[N:12])[CH:2]=[CH2:3].[C:13]([Si](C)(C)C)([F:16])([F:15])[F:14].CCCC[N+](CCCC)(CCCC)CCCC.[F-], predict the reaction product. (2) The product is: [O:49]=[S:2]1(=[O:1])[CH2:7][CH2:6][N:5]([CH2:8][CH2:9][NH:10][C@:11]23[CH2:45][CH2:44][C@@H:43]([C:46]([CH3:48])=[CH2:47])[C@@H:12]2[C@@H:13]2[C@@:26]([CH3:29])([CH2:27][CH2:28]3)[C@@:25]3([CH3:30])[C@@H:16]([C@:17]4([CH3:42])[C@@H:22]([CH2:23][CH2:24]3)[C:21]([CH3:31])([CH3:32])[C:20]([CH2:33][CH2:34][C:35]([CH3:40])([CH3:41])[CH2:36][C:37]([NH:87][S:84]([CH3:83])(=[O:86])=[O:85])=[O:38])=[CH:19][CH2:18]4)[CH2:15][CH2:14]2)[CH2:4][CH2:3]1. Given the reactants [O:1]=[S:2]1(=[O:49])[CH2:7][CH2:6][N:5]([CH2:8][CH2:9][NH:10][C@:11]23[CH2:45][CH2:44][C@@H:43]([C:46]([CH3:48])=[CH2:47])[C@@H:12]2[C@@H:13]2[C@@:26]([CH3:29])([CH2:27][CH2:28]3)[C@@:25]3([CH3:30])[C@@H:16]([C@:17]4([CH3:42])[C@@H:22]([CH2:23][CH2:24]3)[C:21]([CH3:32])([CH3:31])[C:20]([CH2:33][CH2:34][C:35]([CH3:41])([CH3:40])[CH2:36][C:37](O)=[O:38])=[CH:19][CH2:18]4)[CH2:15][CH2:14]2)[CH2:4][CH2:3]1.CN(C(ON1N=NC2C=CC=NC1=2)=[N+](C)C)C.F[P-](F)(F)(F)(F)F.C(N(CC)C(C)C)(C)C.[CH3:83][S:84]([NH2:87])(=[O:86])=[O:85], predict the reaction product.